From a dataset of TCR-epitope binding with 47,182 pairs between 192 epitopes and 23,139 TCRs. Binary Classification. Given a T-cell receptor sequence (or CDR3 region) and an epitope sequence, predict whether binding occurs between them. The epitope is LPPAYTNSF. The TCR CDR3 sequence is CASSSGAGGGNEQFF. Result: 0 (the TCR does not bind to the epitope).